From a dataset of Forward reaction prediction with 1.9M reactions from USPTO patents (1976-2016). Predict the product of the given reaction. (1) Given the reactants Br[C:2]1[CH:3]=[C:4]([NH:8][C:9]2[CH:14]=[CH:13][C:12]([Cl:15])=[CH:11][C:10]=2[N+:16]([O-:18])=[O:17])[CH:5]=[N:6][CH:7]=1.[CH3:19][S:20]([O-:22])=[O:21].[Na+].C1CN[C@H](C(O)=O)C1.[OH-].[Na+], predict the reaction product. The product is: [Cl:15][C:12]1[CH:13]=[CH:14][C:9]([NH:8][C:4]2[CH:5]=[N:6][CH:7]=[C:2]([S:20]([CH3:19])(=[O:22])=[O:21])[CH:3]=2)=[C:10]([N+:16]([O-:18])=[O:17])[CH:11]=1. (2) The product is: [C:13]([C:11]1[C:6]2[C:7](=[CH:8][CH:9]=[CH:4][CH:5]=2)[NH:10][N:25]=1)(=[O:16])[CH3:14]. Given the reactants COC(=O)[C:4]1[CH:9]=[CH:8][C:7]([NH2:10])=[C:6]([CH3:11])[CH:5]=1.[C:13]([O:16]C(=O)C)(=O)[CH3:14].C([O-])(=O)C.[K+].[N:25](OCCC(C)C)=O, predict the reaction product.